This data is from Reaction yield outcomes from USPTO patents with 853,638 reactions. The task is: Predict the reaction yield, written as a fraction of the theoretical maximum amount of product (1.0 means a 100% yield; for example, 0.34 means a 34% yield). The reactants are [C:1]([C:3]1[C:4]([CH3:15])=[N:5][S:6][C:7]=1[NH:8][C:9](=[O:14])[CH2:10][CH:11]([CH3:13])[CH3:12])#[N:2].[OH:16]O.Cl. The catalyst is [NH4+].[OH-]. The product is [CH3:15][C:4]1[C:3]([C:1]([NH2:2])=[O:16])=[C:7]([NH:8][C:9](=[O:14])[CH2:10][CH:11]([CH3:13])[CH3:12])[S:6][N:5]=1. The yield is 0.460.